Task: Predict which catalyst facilitates the given reaction.. Dataset: Catalyst prediction with 721,799 reactions and 888 catalyst types from USPTO (1) Reactant: [CH3:1][O:2][C:3](=[O:13])[C:4]1[CH:9]=[C:8]([O:10][CH3:11])[N:7]=[C:6](Cl)[CH:5]=1. Product: [CH3:1][O:2][C:3](=[O:13])[C:4]1[CH:5]=[CH:6][N:7]=[C:8]([O:10][CH3:11])[CH:9]=1. The catalyst class is: 29. (2) Reactant: [Cl:1][C:2]1[CH:23]=[CH:22][CH:21]=[CH:20][C:3]=1[O:4][C:5]1[CH2:9][N:8]([C@@H:10]([CH2:14][C:15]([F:18])([F:17])[CH3:16])[C:11]([OH:13])=O)[C:7](=[O:19])[CH:6]=1.[CH3:24][C:25]1([CH3:37])[O:29][C@H:28]([CH2:30][N:31]2[CH:35]=[CH:34][C:33]([NH2:36])=[N:32]2)[CH2:27][O:26]1.C(N(CC)C(C)C)(C)C.F[P-](F)(F)(F)(F)F.N1(O[P+](N(C)C)(N(C)C)N(C)C)C2C=CC=CC=2N=N1. Product: [CH3:24][C:25]1([CH3:37])[O:29][C@H:28]([CH2:30][N:31]2[CH:35]=[CH:34][C:33]([NH:36][C:11](=[O:13])[C@@H:10]([N:8]3[CH2:9][C:5]([O:4][C:3]4[CH:20]=[CH:21][CH:22]=[CH:23][C:2]=4[Cl:1])=[CH:6][C:7]3=[O:19])[CH2:14][C:15]([F:18])([F:17])[CH3:16])=[N:32]2)[CH2:27][O:26]1. The catalyst class is: 42. (3) Product: [CH2:1]([O:5][C:6]1[CH:7]=[C:8](/[CH:20]=[C:21](\[O:25][CH3:26])/[C:22]([OH:24])=[O:23])[CH:9]=[CH:10][C:11]=1[C:41]1[CH:40]=[CH:39][CH:38]=[C:37]([N:36]([CH3:52])[C:35]([NH:34][CH2:27][CH2:28][CH2:29][CH2:30][CH2:31][CH2:32][CH3:33])=[O:53])[CH:42]=1)[CH2:2][CH2:3][CH3:4]. The catalyst class is: 613. Reactant: [CH2:1]([O:5][C:6]1[CH:7]=[C:8](/[CH:20]=[C:21](\[O:25][CH3:26])/[C:22]([OH:24])=[O:23])[CH:9]=[CH:10][C:11]=1OS(C(F)(F)F)(=O)=O)[CH2:2][CH2:3][CH3:4].[CH2:27]([NH:34][C:35](=[O:53])[N:36]([CH3:52])[C:37]1[CH:42]=[CH:41][CH:40]=[C:39](B2OC(C)(C)C(C)(C)O2)[CH:38]=1)[CH2:28][CH2:29][CH2:30][CH2:31][CH2:32][CH3:33].P([O-])([O-])([O-])=O.[K+].[K+].[K+]. (4) Reactant: C(OC(=O)[NH:7][C:8]1[C:9]([CH2:37][F:38])([CH2:35][F:36])[O:10][CH2:11][C@:12]([C:16]2[CH:21]=[C:20]([NH:22][C:23]([C:25]3[C:30]([CH3:31])=[CH:29][C:28]([C:32]#[N:33])=[CH:27][N:26]=3)=[O:24])[CH:19]=[CH:18][C:17]=2[F:34])([CH2:14][F:15])[N:13]=1)(C)(C)C.C(O)(C(F)(F)F)=O.C([O-])([O-])=O.[Na+].[Na+]. Product: [NH2:7][C:8]1[C:9]([CH2:37][F:38])([CH2:35][F:36])[O:10][CH2:11][C@:12]([C:16]2[CH:21]=[C:20]([NH:22][C:23]([C:25]3[C:30]([CH3:31])=[CH:29][C:28]([C:32]#[N:33])=[CH:27][N:26]=3)=[O:24])[CH:19]=[CH:18][C:17]=2[F:34])([CH2:14][F:15])[N:13]=1. The catalyst class is: 2. (5) Reactant: [C:1]([C:4]1[C:8]([CH3:9])=[C:7]([C:10]2[CH:15]=[CH:14][N:13]=[CH:12][CH:11]=2)[S:6][C:5]=1[C:16]1[CH:21]=[CH:20][N:19]=[CH:18][CH:17]=1)(=[O:3])[CH3:2].[BH4-].[Na+].O. Product: [N:19]1[CH:20]=[CH:21][C:16]([C:5]2[S:6][C:7]([C:10]3[CH:11]=[CH:12][N:13]=[CH:14][CH:15]=3)=[C:8]([CH3:9])[C:4]=2[CH:1]([OH:3])[CH3:2])=[CH:17][CH:18]=1. The catalyst class is: 5. (6) Reactant: [NH:1]1[CH2:5][CH2:4][CH2:3][CH2:2]1.[C:6]([O:10][C:11]([N:13]1[CH2:17][CH2:16][C@H:15]([C:18]([OH:20])=O)[CH2:14]1)=[O:12])([CH3:9])([CH3:8])[CH3:7].CN(C(ON1N=NC2C=CC=NC1=2)=[N+](C)C)C.F[P-](F)(F)(F)(F)F.CCN(C(C)C)C(C)C. Product: [C:6]([O:10][C:11]([N:13]1[CH2:17][CH2:16][C@H:15]([C:18]([N:1]2[CH2:5][CH2:4][CH2:3][CH2:2]2)=[O:20])[CH2:14]1)=[O:12])([CH3:7])([CH3:8])[CH3:9]. The catalyst class is: 3. (7) Reactant: [CH3:1][C:2]1[N:23]([CH3:24])[C:5]2[CH:6]=[C:7]([C:20]([OH:22])=O)[C:8]3[CH2:9][CH2:10][CH:11]([C:14]4[CH:19]=[CH:18][CH:17]=[CH:16][CH:15]=4)[NH:12][C:13]=3[C:4]=2[N:3]=1.[NH:25]1[CH2:27][CH2:26]1.C[N:29](C)C=O. Product: [N:25]1([NH:29][C:20]([C:7]2[C:8]3[CH2:9][CH2:10][CH:11]([C:14]4[CH:15]=[CH:16][CH:17]=[CH:18][CH:19]=4)[NH:12][C:13]=3[C:4]3[N:3]=[C:2]([CH3:1])[N:23]([CH3:24])[C:5]=3[CH:6]=2)=[O:22])[CH2:27][CH2:26]1. The catalyst class is: 7.